From a dataset of Full USPTO retrosynthesis dataset with 1.9M reactions from patents (1976-2016). Predict the reactants needed to synthesize the given product. (1) Given the product [CH2:10]1[CH2:9][NH:8][CH2:17][C:16]2[NH:15][C:14](=[O:18])[C:13]3[CH:19]=[CH:20][CH:21]=[CH:22][C:12]=3[C:11]1=2, predict the reactants needed to synthesize it. The reactants are: C(OC([N:8]1[CH2:17][C:16]2[NH:15][C:14](=[O:18])[C:13]3[CH:19]=[CH:20][CH:21]=[CH:22][C:12]=3[C:11]=2[CH2:10][CH2:9]1)=O)(C)(C)C.Cl.C(OCC)(=O)C. (2) Given the product [CH2:2]([O:9][C:10]([N:12]1[C@@H:17]([CH3:18])[C:16](=[O:19])[N:15]2[CH:20]([CH2:23][CH:24]=[O:28])[CH2:21][CH2:22][C@H:14]2[CH2:13]1)=[O:11])[C:3]1[CH:8]=[CH:7][CH:6]=[CH:5][CH:4]=1, predict the reactants needed to synthesize it. The reactants are: [Na].[CH2:2]([O:9][C:10]([N:12]1[C@@H:17]([CH3:18])[C:16](=[O:19])[N:15]2[CH:20]([CH2:23][CH:24]=C)[CH2:21][CH2:22][C@H:14]2[CH2:13]1)=[O:11])[C:3]1[CH:8]=[CH:7][CH:6]=[CH:5][CH:4]=1.CC(C)=[O:28]. (3) Given the product [CH:1]1([CH:6]([NH:24][C:25]2[CH:33]=[CH:32][C:28]([C:29]([NH:41][CH2:40][CH2:39][C:38]([O:37][CH2:35][CH3:36])=[O:42])=[O:30])=[CH:27][N:26]=2)[C:7]2[CH:12]=[C:11]([CH3:13])[C:10]([N:14]3[CH:18]=[C:17]([C:19]([F:21])([F:20])[F:22])[CH:16]=[N:15]3)=[C:9]([CH3:23])[CH:8]=2)[CH2:5][CH2:4][CH2:3][CH2:2]1, predict the reactants needed to synthesize it. The reactants are: [CH:1]1([CH:6]([NH:24][C:25]2[CH:33]=[CH:32][C:28]([C:29](O)=[O:30])=[CH:27][N:26]=2)[C:7]2[CH:12]=[C:11]([CH3:13])[C:10]([N:14]3[CH:18]=[C:17]([C:19]([F:22])([F:21])[F:20])[CH:16]=[N:15]3)=[C:9]([CH3:23])[CH:8]=2)[CH2:5][CH2:4][CH2:3][CH2:2]1.Cl.[CH2:35]([O:37][C:38](=[O:42])[CH2:39][CH2:40][NH2:41])[CH3:36].ON1C2N=CC=CC=2N=N1.C(N(CC)CC)C.Cl.CN(C)CCCN=C=NCC.